From a dataset of Full USPTO retrosynthesis dataset with 1.9M reactions from patents (1976-2016). Predict the reactants needed to synthesize the given product. (1) The reactants are: [CH3:1][O:2][C:3]([N:5]1[C@@H:13]2[C@@H:8]([C@@:9]([OH:23])([C:14]#[C:15][C:16]3[CH:17]=[C:18]([CH3:22])[CH:19]=[CH:20][CH:21]=3)[CH2:10][CH2:11][CH2:12]2)[CH2:7][CH2:6]1)=[O:4].[C:24](O)(=[O:32])[CH2:25][CH2:26][CH2:27][CH2:28][CH2:29][CH2:30][CH3:31]. Given the product [CH3:1][O:2][C:3]([N:5]1[C@H:13]2[C@H:8]([C@:9]([O:23][C:24](=[O:32])[CH2:25][CH2:26][CH2:27][CH2:28][CH2:29][CH2:30][CH3:31])([C:14]#[C:15][C:16]3[CH:17]=[C:18]([CH3:22])[CH:19]=[CH:20][CH:21]=3)[CH2:10][CH2:11][CH2:12]2)[CH2:7][CH2:6]1)=[O:4], predict the reactants needed to synthesize it. (2) Given the product [CH:23]1([C:6]2[CH:7]=[CH:8][C:3]([O:2][CH3:1])=[CH:4][C:5]=2[CH:12]([CH3:14])[CH3:13])[CH2:28][CH2:27][CH2:26][CH2:25][CH2:24]1.[C:23]1([C:6]2[CH:7]=[CH:8][C:3]([O:2][CH3:1])=[CH:4][C:5]=2[CH:12]([CH3:14])[CH3:13])[CH2:28][CH2:27][CH2:26][CH2:25][CH:24]=1, predict the reactants needed to synthesize it. The reactants are: [CH3:1][O:2][C:3]1[CH:8]=[CH:7][C:6](B(O)O)=[C:5]([CH:12]([CH3:14])[CH3:13])[CH:4]=1.S(O[C:23]1[CH2:28][CH2:27][CH2:26][CH2:25][CH:24]=1)(C(F)(F)F)(=O)=O. (3) Given the product [F:23][CH:19]([F:24])[O:10][C:9]1[CH:8]=[CH:7][C:4]([C:5]#[N:6])=[CH:3][C:2]=1[F:1], predict the reactants needed to synthesize it. The reactants are: [F:1][C:2]1[CH:3]=[C:4]([CH:7]=[CH:8][C:9]=1[OH:10])[C:5]#[N:6].O.C(=O)([O-])[O-].[Cs+].[Cs+].Cl[C:19]([F:24])([F:23])C([O-])=O.[Na+]. (4) Given the product [Cl:9][C:4]1[CH:3]=[C:2]([CH2:17][C:16]([O:15][C:11]([CH3:14])([CH3:13])[CH3:12])=[O:19])[CH:7]=[N:6][C:5]=1[Cl:8], predict the reactants needed to synthesize it. The reactants are: Br[C:2]1[CH:3]=[C:4]([Cl:9])[C:5]([Cl:8])=[N:6][CH:7]=1.[Cl-].[C:11]([O:15][C:16](=[O:19])[CH2:17][Zn+])([CH3:14])([CH3:13])[CH3:12].CCOCC. (5) Given the product [NH2:25][C:22]1[N:21]=[CH:20][C:19]([C:18]#[C:17][C:11]2[C:12]([CH3:16])=[N:13][CH:14]=[CH:15][C:10]=2[C:7]2[CH:8]=[CH:9][C:4]([C:3]([OH:27])=[O:2])=[C:5]([F:26])[CH:6]=2)=[CH:24][CH:23]=1, predict the reactants needed to synthesize it. The reactants are: C[O:2][C:3](=[O:27])[C:4]1[CH:9]=[CH:8][C:7]([C:10]2[CH:15]=[CH:14][N:13]=[C:12]([CH3:16])[C:11]=2[C:17]#[C:18][C:19]2[CH:20]=[N:21][C:22]([NH2:25])=[CH:23][CH:24]=2)=[CH:6][C:5]=1[F:26].[OH-].[Na+].